From a dataset of Full USPTO retrosynthesis dataset with 1.9M reactions from patents (1976-2016). Predict the reactants needed to synthesize the given product. (1) Given the product [CH3:6][CH:5]([CH3:7])[C@H:4]([NH:8][S:9]([C:12]1[CH:13]=[CH:14][C:15]([C:18]2[CH:23]=[CH:22][C:21]([NH:24][C:25]([C:27]3[CH:31]=[C:30]([CH3:32])[N:29]([C:33]4[CH:34]=[CH:35][CH:36]=[CH:37][CH:38]=4)[N:28]=3)=[O:26])=[CH:20][CH:19]=2)=[CH:16][CH:17]=1)(=[O:11])=[O:10])[C:3]([OH:39])=[O:2], predict the reactants needed to synthesize it. The reactants are: C[O:2][C:3](=[O:39])[C@@H:4]([NH:8][S:9]([C:12]1[CH:17]=[CH:16][C:15]([C:18]2[CH:23]=[CH:22][C:21]([NH:24][C:25]([C:27]3[CH:31]=[C:30]([CH3:32])[N:29]([C:33]4[CH:38]=[CH:37][CH:36]=[CH:35][CH:34]=4)[N:28]=3)=[O:26])=[CH:20][CH:19]=2)=[CH:14][CH:13]=1)(=[O:11])=[O:10])[CH:5]([CH3:7])[CH3:6].C(O)(=O)CCC. (2) Given the product [CH:1]([C:4]1[C:9]([N+:10]([O-:12])=[O:11])=[C:8]([CH:13]([CH3:14])[CH3:15])[CH:7]=[C:6]([CH:16]([CH3:18])[CH3:17])[C:5]=1[S:19]([O-:22])(=[O:21])=[O:20])([CH3:2])[CH3:3].[Ag+:26], predict the reactants needed to synthesize it. The reactants are: [CH:1]([C:4]1[C:9]([N+:10]([O-:12])=[O:11])=[C:8]([CH:13]([CH3:15])[CH3:14])[CH:7]=[C:6]([CH:16]([CH3:18])[CH3:17])[C:5]=1[S:19]([OH:22])(=[O:21])=[O:20])([CH3:3])[CH3:2].C(#N)C.[Ag:26]=O. (3) Given the product [Cl:1][C:2]1[N:3]=[C:4]2[C:10]([N:9]([CH3:13])[C:8](=[O:14])[CH2:7][CH2:6][N:5]2[CH2:15][C:16]#[N:21])=[CH:11][N:12]=1, predict the reactants needed to synthesize it. The reactants are: [Cl:1][C:2]1[N:3]=[C:4]2[C:10](=[CH:11][N:12]=1)[N:9]([CH3:13])[C:8](=[O:14])[CH2:7][CH2:6][N:5]2[CH2:15][C:16]#C.BrCC#[N:21].CN(C=O)C. (4) Given the product [CH2:1]([O:3][C:4]([C:6]1[N:7]=[C:8]([S:12][CH2:17][CH:16]([O:19][CH2:20][CH3:21])[O:15][CH2:13][CH3:14])[NH:9][C:10]=1[CH3:11])=[O:5])[CH3:2], predict the reactants needed to synthesize it. The reactants are: [CH2:1]([O:3][C:4]([C:6]1[NH:7][C:8](=[S:12])[NH:9][C:10]=1[CH3:11])=[O:5])[CH3:2].[CH2:13]([O:15][CH:16]([O:19][CH2:20][CH3:21])[CH2:17]Br)[CH3:14]. (5) Given the product [NH2:1][C:2]1[N:10]=[C:9]([NH2:11])[CH:8]=[CH:7][C:3]=1[C:4]([NH2:14])=[O:5], predict the reactants needed to synthesize it. The reactants are: [NH2:1][C:2]1[N:10]=[C:9]([NH2:11])[CH:8]=[CH:7][C:3]=1[C:4](O)=[O:5].CC[N:14]=C=NCCCN(C)C.C1C=CC2N(O)N=NC=2C=1.[Cl-].[NH4+].C(N(C(C)C)CC)(C)C. (6) Given the product [N:36]1[CH:37]=[CH:38][CH:39]=[C:34]([C:32]2[N:33]=[C:27]([CH:13]3[CH2:14][CH:15]([C:17]4[CH:22]=[CH:21][C:20]([C:23]([F:25])([F:24])[F:26])=[CH:19][CH:18]=4)[CH2:16][N:11]([C:9]([N:6]4[CH2:7][CH2:8][CH:3]([C:1]#[N:2])[CH2:4][CH2:5]4)=[O:10])[CH2:12]3)[O:29][N:31]=2)[CH:35]=1, predict the reactants needed to synthesize it. The reactants are: [C:1]([CH:3]1[CH2:8][CH2:7][N:6]([C:9]([N:11]2[CH2:16][CH:15]([C:17]3[CH:22]=[CH:21][C:20]([C:23]([F:26])([F:25])[F:24])=[CH:19][CH:18]=3)[CH2:14][CH:13]([C:27]([OH:29])=O)[CH2:12]2)=[O:10])[CH2:5][CH2:4]1)#[N:2].O[NH:31][C:32]([C:34]1[CH:35]=[N:36][CH:37]=[CH:38][CH:39]=1)=[NH:33]. (7) The reactants are: Cl[C:2]1[CH:7]=[CH:6][N:5]=[C:4]2[CH:8]=[C:9]([C:11]3[CH:16]=[CH:15][CH:14]=[CH:13][CH:12]=3)[O:10][C:3]=12.[NH2:17][C:18]1[CH:26]=[C:25]2[C:21]([CH:22]=[N:23][NH:24]2)=[CH:20][CH:19]=1.C1(P(C2CCCCC2)C2C=CC=CC=2C2C(C(C)C)=CC(C(C)C)=CC=2C(C)C)CCCCC1.CC(C)([O-])C.[Na+]. Given the product [N:24]1[NH:23][CH:22]=[C:21]2[C:25]=1[CH:26]=[C:18]([NH:17][C:2]1[CH:7]=[CH:6][N:5]=[C:4]3[CH:8]=[C:9]([C:11]4[CH:16]=[CH:15][CH:14]=[CH:13][CH:12]=4)[O:10][C:3]=13)[CH:19]=[CH:20]2, predict the reactants needed to synthesize it. (8) Given the product [CH3:3][O:4][C:5](=[O:6])[CH:7]=[CH:30][C:29]1[O:25][C:26]2[CH:35]=[CH:34][CH:33]=[CH:32][C:27]=2[CH:28]=1, predict the reactants needed to synthesize it. The reactants are: [Cl-].[Li+].[CH3:3][O:4][C:5]([CH2:7]P(OC)(OC)=O)=[O:6].C1CCN2C(=NCCC2)CC1.[O:25]1[C:29]([CH:30]=O)=[CH:28][C:27]2[CH:32]=[CH:33][CH:34]=[CH:35][C:26]1=2.[K+].[Br-]. (9) Given the product [NH2:23][C:22]1[C:21]([CH:32]=[CH2:33])=[CH:20][C:19]([Cl:18])=[C:25]([N:26]2[CH2:27][CH2:28][N:29]([C:14]([C:13]3[C:9]([C:4]4[CH:5]=[CH:6][CH:7]=[CH:8][C:3]=4[O:2][CH3:1])=[N:10][O:11][C:12]=3[CH3:17])=[O:16])[CH2:30][CH2:31]2)[CH:24]=1, predict the reactants needed to synthesize it. The reactants are: [CH3:1][O:2][C:3]1[CH:8]=[CH:7][CH:6]=[CH:5][C:4]=1[C:9]1[C:13]([C:14]([OH:16])=O)=[C:12]([CH3:17])[O:11][N:10]=1.[Cl:18][C:19]1[C:25]([N:26]2[CH2:31][CH2:30][NH:29][CH2:28][CH2:27]2)=[CH:24][C:22]([NH2:23])=[C:21]([CH:32]=[CH2:33])[CH:20]=1.C(O)(C(F)(F)F)=O.CN(C(ON1N=NC2C=CC=NC1=2)=[N+](C)C)C.F[P-](F)(F)(F)(F)F.C(N(CC)CC)C. (10) Given the product [CH3:35][N:34]([CH3:33])[CH2:36][C:37]([N:39]1[C:48]2[C:43](=[CH:44][C:45]([O:50][CH3:51])=[C:46]([NH:49][C:2]3[N:3]4[C:4](=[N:21][C:22]5[C:27]([C:28]4=[O:29])=[C:26]([F:31])[C:25]([F:32])=[CH:24][CH:23]=5)[C:5]4[CH:10]=[CH:9][N:8]([S:11]([C:14]5[CH:19]=[CH:18][C:17]([CH3:20])=[CH:16][CH:15]=5)(=[O:13])=[O:12])[C:6]=4[N:7]=3)[CH:47]=2)[CH2:42][CH2:41][CH2:40]1)=[O:38], predict the reactants needed to synthesize it. The reactants are: Cl[C:2]1[N:3]=[C:4]([NH:21][C:22]2[C:27]([C:28](N)=[O:29])=[C:26]([F:31])[C:25]([F:32])=[CH:24][CH:23]=2)[C:5]2[CH:10]=[CH:9][N:8]([S:11]([C:14]3[CH:19]=[CH:18][C:17]([CH3:20])=[CH:16][CH:15]=3)(=[O:13])=[O:12])[C:6]=2[N:7]=1.[CH3:33][N:34]([CH2:36][C:37]([N:39]1[C:48]2[C:43](=[CH:44][C:45]([O:50][CH3:51])=[C:46]([NH2:49])[CH:47]=2)[CH2:42][CH2:41][CH2:40]1)=[O:38])[CH3:35].Cl.O1CCOCC1.[I-].[K+].